This data is from Forward reaction prediction with 1.9M reactions from USPTO patents (1976-2016). The task is: Predict the product of the given reaction. Given the reactants C([NH:4][C:5]1[N:9]([CH2:10][C:11](OCC)=[O:12])[N:8]=[C:7]([C:16]2[CH:21]=[CH:20][CH:19]=[CH:18][CH:17]=2)[C:6]=1[C:22]#[C:23][C:24]1[CH:29]=[CH:28][CH:27]=[CH:26][CH:25]=1)(=O)C.[BH4-].[Na+], predict the reaction product. The product is: [NH2:4][C:5]1[N:9]([CH2:10][CH2:11][OH:12])[N:8]=[C:7]([C:16]2[CH:21]=[CH:20][CH:19]=[CH:18][CH:17]=2)[C:6]=1[C:22]#[C:23][C:24]1[CH:29]=[CH:28][CH:27]=[CH:26][CH:25]=1.